From a dataset of Catalyst prediction with 721,799 reactions and 888 catalyst types from USPTO. Predict which catalyst facilitates the given reaction. (1) Reactant: C([NH:8][C@@H:9]1[CH2:14][C@H:13]([C:15]2[CH:20]=[CH:19][N:18]=[CH:17][C:16]=2[N+:21]([O-])=O)[O:12][C@H:11]([CH:24]([CH3:26])[CH3:25])[CH2:10]1)C1C=CC=CC=1.[CH3:39][C:38]([O:37][C:35](O[C:35]([O:37][C:38]([CH3:41])([CH3:40])[CH3:39])=[O:36])=[O:36])([CH3:41])[CH3:40]. Product: [NH2:21][C:16]1[CH:17]=[N:18][CH:19]=[CH:20][C:15]=1[C@H:13]1[CH2:14][C@@H:9]([NH:8][C:35](=[O:36])[O:37][C:38]([CH3:39])([CH3:40])[CH3:41])[CH2:10][C@@H:11]([CH:24]([CH3:26])[CH3:25])[O:12]1.[NH2:21][C:16]1[CH:17]=[N:18][CH:19]=[CH:20][C:15]=1[C@@H:13]1[CH2:14][C@H:9]([NH:8][C:35](=[O:36])[O:37][C:38]([CH3:39])([CH3:40])[CH3:41])[CH2:10][C@H:11]([CH:24]([CH3:26])[CH3:25])[O:12]1. The catalyst class is: 563. (2) Reactant: F[C:2]1[N:7]=[C:6]([N:8]([CH3:21])[C:9]2[CH:14]=[CH:13][N:12]=[C:11]([C:15]3[CH:20]=[CH:19][CH:18]=[CH:17][CH:16]=3)[N:10]=2)[CH:5]=[CH:4][N:3]=1.[CH2:22]([NH2:30])[CH2:23][C:24]1[CH:29]=[CH:28][CH:27]=[CH:26][CH:25]=1. Product: [CH3:21][N:8]([C:9]1[CH:14]=[CH:13][N:12]=[C:11]([C:15]2[CH:20]=[CH:19][CH:18]=[CH:17][CH:16]=2)[N:10]=1)[C:6]1[CH:5]=[CH:4][N:3]=[C:2]([NH:30][CH2:22][CH2:23][C:24]2[CH:29]=[CH:28][CH:27]=[CH:26][CH:25]=2)[N:7]=1. The catalyst class is: 41. (3) Reactant: [S:1]1[C:5]2[CH:6]=[CH:7][CH:8]=[CH:9][C:4]=2[N:3]=[C:2]1[O:10][C:11]1[CH:16]=[CH:15][C:14]([CH2:17][CH2:18][N:19]2[CH2:24][CH2:23][CH:22]([NH:25][C:26](=[N:34][C:35]#[N:36])OC3C=CC=CC=3)[CH2:21][CH2:20]2)=[CH:13][CH:12]=1.[CH3:37][NH2:38]. Product: [S:1]1[C:5]2[CH:6]=[CH:7][CH:8]=[CH:9][C:4]=2[N:3]=[C:2]1[O:10][C:11]1[CH:16]=[CH:15][C:14]([CH2:17][CH2:18][N:19]2[CH2:20][CH2:21][CH:22]([NH:25][C:26]([NH:34][C:35]#[N:36])=[N:38][CH3:37])[CH2:23][CH2:24]2)=[CH:13][CH:12]=1. The catalyst class is: 40. (4) Reactant: [C:1]1(CC=O)[CH:6]=[CH:5][CH:4]=[CH:3][CH:2]=1.[CH2:10]([NH2:17])[C:11]1[CH:16]=[CH:15]C=CC=1.C[OH:19]. Product: [C:1]1([NH:17][C:10]([CH:11]2[CH2:16][CH2:15]2)=[O:19])[CH:2]=[CH:3][CH:4]=[CH:5][CH:6]=1. The catalyst class is: 45. (5) Reactant: [OH:1][C:2]1[CH:3]=[CH:4][C:5]2[C:6](=[O:17])[C:7]3[C:12]([O:13][C:14]=2[CH:15]=1)=[CH:11][C:10]([OH:16])=[CH:9][CH:8]=3.N1C=CC=CC=1.[S:24](O[S:24]([C:27]([F:30])([F:29])[F:28])(=[O:26])=[O:25])([C:27]([F:30])([F:29])[F:28])(=[O:26])=[O:25]. Product: [O:17]=[C:6]1[C:5]2[CH:4]=[CH:3][C:2]([O:1][S:24]([C:27]([F:30])([F:29])[F:28])(=[O:26])=[O:25])=[CH:15][C:14]=2[O:13][C:12]2[C:7]1=[CH:8][CH:9]=[C:10]([O:16][S:24]([C:27]([F:30])([F:29])[F:28])(=[O:26])=[O:25])[CH:11]=2. The catalyst class is: 4. (6) Reactant: [O:1]1CCO[CH:2]1[CH2:6][N:7]1[C:16]2[C:11](=[CH:12][C:13]([Br:17])=[CH:14][CH:15]=2)[CH:10]=[CH:9][C:8]1=[O:18].C(=O)([O-])O.[Na+]. Product: [Br:17][C:13]1[CH:12]=[C:11]2[C:16](=[CH:15][CH:14]=1)[N:7]([CH2:6][CH:2]=[O:1])[C:8](=[O:18])[CH:9]=[CH:10]2. The catalyst class is: 55. (7) Reactant: [BH4-].[Na+].[C:3]([C:6]1[CH:11]=[CH:10][C:9]([NH:12][C:13](=[O:29])[C:14]2[CH:19]=[CH:18][CH:17]=[C:16]([S:20]([N:23]3[CH2:28][CH2:27][CH2:26][CH2:25][CH2:24]3)(=[O:22])=[O:21])[CH:15]=2)=[CH:8][CH:7]=1)(=[O:5])[CH3:4].[Cl-].[NH4+]. Product: [OH:5][CH:3]([C:6]1[CH:7]=[CH:8][C:9]([NH:12][C:13](=[O:29])[C:14]2[CH:19]=[CH:18][CH:17]=[C:16]([S:20]([N:23]3[CH2:24][CH2:25][CH2:26][CH2:27][CH2:28]3)(=[O:21])=[O:22])[CH:15]=2)=[CH:10][CH:11]=1)[CH3:4]. The catalyst class is: 8. (8) Reactant: [Cl:1][CH2:2][C:3]1[N:4]=[C:5]2[S:12][CH:11]=[C:10]([CH:13]3[CH2:15][C:14]3([C:21]#[N:22])[C:16](OCC)=[O:17])[N:6]2[C:7](=[O:9])[CH:8]=1.[BH4-].[Na+]. Product: [Cl:1][CH2:2][C:3]1[N:4]=[C:5]2[S:12][CH:11]=[C:10]([CH:13]3[CH2:15][C:14]3([CH2:16][OH:17])[C:21]#[N:22])[N:6]2[C:7](=[O:9])[CH:8]=1. The catalyst class is: 5. (9) Reactant: [S:1]=[C:2]1[C@@:7]([O:13][C:14]2[CH:19]=[C:18]([F:20])[C:17]([F:21])=[C:16]([F:22])[CH:15]=2)([C:8]([O:10][CH2:11][CH3:12])=[O:9])[CH2:6][CH2:5][CH2:4][NH:3]1.[CH3:23]I. Product: [CH3:23][S:1][C:2]1[C@@:7]([O:13][C:14]2[CH:15]=[C:16]([F:22])[C:17]([F:21])=[C:18]([F:20])[CH:19]=2)([C:8]([O:10][CH2:11][CH3:12])=[O:9])[CH2:6][CH2:5][CH2:4][N:3]=1. The catalyst class is: 10. (10) Reactant: [NH2:1][C:2]([CH2:5][OH:6])([CH3:4])[CH3:3].[C:7](Cl)(=[O:10])[CH:8]=[CH2:9]. Product: [CH2:9]=[CH:8][C:7]([NH:1][C:2]([CH2:5][OH:6])([CH3:4])[CH3:3])=[O:10]. The catalyst class is: 22.